Dataset: Full USPTO retrosynthesis dataset with 1.9M reactions from patents (1976-2016). Task: Predict the reactants needed to synthesize the given product. (1) Given the product [CH3:1][C:2]1([CH3:50])[O:6][C@@H:5]([CH2:7][CH2:8][NH:9][C:10]([CH:12]2[CH:16]([C:17]3[CH:22]=[CH:21][CH:20]=[C:19]([Cl:23])[C:18]=3[F:24])[C:15]([C:27]3[CH:32]=[CH:31][C:30]([Cl:33])=[CH:29][C:28]=3[F:34])([C:25]#[N:26])[CH:14]([CH2:35][C:36]([CH3:37])([CH3:38])[CH3:39])[N:13]2[CH2:40][CH2:41][OH:42])=[O:11])[CH2:4][O:3]1, predict the reactants needed to synthesize it. The reactants are: [CH3:1][C:2]1([CH3:50])[O:6][C@@H:5]([CH2:7][CH2:8][NH:9][C:10]([CH:12]2[CH:16]([C:17]3[CH:22]=[CH:21][CH:20]=[C:19]([Cl:23])[C:18]=3[F:24])[C:15]([C:27]3[CH:32]=[CH:31][C:30]([Cl:33])=[CH:29][C:28]=3[F:34])([C:25]#[N:26])[CH:14]([CH2:35][C:36]([CH3:39])([CH3:38])[CH3:37])[N:13]2[CH2:40][CH2:41][O:42][Si](C(C)(C)C)(C)C)=[O:11])[CH2:4][O:3]1.[F-].C([N+](CCCC)(CCCC)CCCC)CCC. (2) Given the product [Br:1][C:2]1[CH:7]=[C:6]([CH2:8][Br:18])[CH:5]=[C:4]([Br:9])[C:3]=1[Cl:10], predict the reactants needed to synthesize it. The reactants are: [Br:1][C:2]1[CH:7]=[C:6]([CH3:8])[CH:5]=[C:4]([Br:9])[C:3]=1[Cl:10].C1C(=O)N([Br:18])C(=O)C1.CC(N=NC(C#N)(C)C)(C#N)C.